From a dataset of Full USPTO retrosynthesis dataset with 1.9M reactions from patents (1976-2016). Predict the reactants needed to synthesize the given product. Given the product [F:1][C:2]1[CH:10]=[CH:9][C:8]2[N:7]([S:11]([C:14]3[CH:15]=[CH:16][CH:17]=[CH:18][CH:19]=3)(=[O:13])=[O:12])[C:6]3[CH2:20][CH2:21][N:22]([C:26]4[CH:27]=[N:28][CH:29]=[CH:30][C:31]=4[CH3:32])[C:23](=[O:24])[C:5]=3[C:4]=2[CH:3]=1, predict the reactants needed to synthesize it. The reactants are: [F:1][C:2]1[CH:10]=[CH:9][C:8]2[N:7]([S:11]([C:14]3[CH:19]=[CH:18][CH:17]=[CH:16][CH:15]=3)(=[O:13])=[O:12])[C:6]3[CH2:20][CH2:21][NH:22][C:23](=[O:24])[C:5]=3[C:4]=2[CH:3]=1.I[C:26]1[CH:27]=[N:28][CH:29]=[CH:30][C:31]=1[CH3:32].P([O-])([O-])([O-])=O.[K+].[K+].[K+].